Regression/Classification. Given a drug SMILES string, predict its absorption, distribution, metabolism, or excretion properties. Task type varies by dataset: regression for continuous measurements (e.g., permeability, clearance, half-life) or binary classification for categorical outcomes (e.g., BBB penetration, CYP inhibition). Dataset: cyp2c19_veith. From a dataset of CYP2C19 inhibition data for predicting drug metabolism from PubChem BioAssay. (1) The compound is CC1C(=O)OC2C(O)C34C5CC(C(C)(C)C)C36C(OC(=O)C6O)OC4(C(=O)O5)C12O. The result is 0 (non-inhibitor). (2) The molecule is CCSc1cc(N2CCCC2)nc(-c2ccc(F)cc2)n1. The result is 0 (non-inhibitor). (3) The molecule is Cc1nn2c([nH]c(=O)c3ccccc32)c1C=O. The result is 0 (non-inhibitor). (4) The compound is CNC(=S)NC1CC2CCCC(C1)N2CC(C)C. The result is 0 (non-inhibitor). (5) The result is 0 (non-inhibitor). The compound is Cc1ccccc1/C=C\C1=NCCN1. (6) The drug is O=S(=O)(c1ccc2ccccc2c1)N1CCN(S(=O)(=O)c2ccc3ccccc3c2)CC1. The result is 0 (non-inhibitor). (7) The drug is CSc1nncc(-c2ccc(F)c(F)c2)n1. The result is 1 (inhibitor). (8) The drug is O=S(=O)(NCc1cc(-c2ccccc2)no1)c1ccc(Cl)cc1. The result is 1 (inhibitor). (9) The drug is C[C@@](N)(Cc1ccc(O)c(O)c1)C(=O)O. The result is 0 (non-inhibitor). (10) The molecule is NS(=O)(=O)c1cc2c(cc1Cl)NCNS2(=O)=O. The result is 0 (non-inhibitor).